From a dataset of hERG potassium channel inhibition data for cardiac toxicity prediction from Karim et al.. Regression/Classification. Given a drug SMILES string, predict its toxicity properties. Task type varies by dataset: regression for continuous values (e.g., LD50, hERG inhibition percentage) or binary classification for toxic/non-toxic outcomes (e.g., AMES mutagenicity, cardiotoxicity, hepatotoxicity). Dataset: herg_karim. (1) The drug is CCCOCCn1c(=O)c(N2CCN(CCO)CC2)nc2cnc(-c3ccc(OC)nc3)cc21. The result is 1 (blocker). (2) The molecule is O=C1COc2cc(F)c(CNC34CCC(CC5(O)Cn6c(=O)ccc7ncc(F)c5c76)(CC3)OC4)nc2N1. The result is 0 (non-blocker). (3) The compound is O=C(OCc1ccccc1)N1CCC(CNc2ccncn2)CC1. The result is 0 (non-blocker). (4) The molecule is N#Cc1ccc(Cn2cncc2C[N+]C2CCN(c3cccc4ncccc34)C2=O)cc1. The result is 1 (blocker). (5) The compound is Cc1[nH]nc(C(=O)N[C@@H]2CC(C)(C)Oc3nc(-c4ccc(Cl)cc4Cl)c(-c4ccc(Cl)cc4)cc32)c1C. The result is 1 (blocker).